From a dataset of Full USPTO retrosynthesis dataset with 1.9M reactions from patents (1976-2016). Predict the reactants needed to synthesize the given product. (1) Given the product [C:52]([O:55][C@H:56]([CH3:60])[C:57]([N:26]([C@@H:21]([C:9]1[N:10]=[C:11]([C:13]2[CH:18]=[C:17]([F:19])[CH:16]=[CH:15][C:14]=2[F:20])[S:12][C:8]=1[CH2:1][C:2]1[CH:3]=[CH:4][CH:5]=[CH:6][CH:7]=1)[C:22]([CH3:24])([CH3:25])[CH3:23])[CH2:27][CH2:28][C@H:29]([N:32]1[C:40](=[O:41])[C:39]2[C:34](=[CH:35][CH:36]=[CH:37][CH:38]=2)[C:33]1=[O:42])[CH2:30][F:31])=[O:58])(=[O:54])[CH3:53], predict the reactants needed to synthesize it. The reactants are: [CH2:1]([C:8]1[S:12][C:11]([C:13]2[CH:18]=[C:17]([F:19])[CH:16]=[CH:15][C:14]=2[F:20])=[N:10][C:9]=1[CH:21]([NH:26][CH2:27][CH2:28][C@H:29]([N:32]1[C:40](=[O:41])[C:39]2[C:34](=[CH:35][CH:36]=[CH:37][CH:38]=2)[C:33]1=[O:42])[CH2:30][F:31])[C:22]([CH3:25])([CH3:24])[CH3:23])[C:2]1[CH:7]=[CH:6][CH:5]=[CH:4][CH:3]=1.CCN(C(C)C)C(C)C.[C:52]([O:55][C@@H:56]([CH3:60])[C:57](Cl)=[O:58])(=[O:54])[CH3:53]. (2) Given the product [NH:10]([C:3]1[C:2]([Br:1])=[CH:7][N:6]=[C:5]([Cl:8])[N:4]=1)[C:11]1[CH:16]=[CH:15][CH:14]=[CH:13][CH:12]=1, predict the reactants needed to synthesize it. The reactants are: [Br:1][C:2]1[C:3](Cl)=[N:4][C:5]([Cl:8])=[N:6][CH:7]=1.[NH2:10][C:11]1[CH:16]=[CH:15][CH:14]=[CH:13][CH:12]=1.C(N(CC)C(C)C)(C)C. (3) Given the product [NH2:10][CH2:9][C:8]1[CH:11]=[CH:12][C:5]([C:2]([OH:1])([CH3:3])[CH3:4])=[CH:6][CH:7]=1, predict the reactants needed to synthesize it. The reactants are: [OH:1][C:2]([C:5]1[CH:12]=[CH:11][C:8]([C:9]#[N:10])=[CH:7][CH:6]=1)([CH3:4])[CH3:3].[H-].[Al+3].[Li+].[H-].[H-].[H-]. (4) Given the product [CH3:16][C:17]1[CH:18]=[N:19][CH:20]=[CH:21][C:22]=1[NH:23][C:9](=[O:10])[O:11][C:12]([CH3:13])([CH3:14])[CH3:15], predict the reactants needed to synthesize it. The reactants are: [C:12]([O:11][C:9](O[C:9]([O:11][C:12]([CH3:15])([CH3:14])[CH3:13])=[O:10])=[O:10])([CH3:15])([CH3:14])[CH3:13].[CH3:16][C:17]1[CH:18]=[N:19][CH:20]=[CH:21][C:22]=1[NH2:23].